Dataset: Peptide-MHC class II binding affinity with 134,281 pairs from IEDB. Task: Regression. Given a peptide amino acid sequence and an MHC pseudo amino acid sequence, predict their binding affinity value. This is MHC class II binding data. (1) The peptide sequence is HYVYIGDPAQLPAPR. The MHC is DRB1_0101 with pseudo-sequence DRB1_0101. The binding affinity (normalized) is 0.830. (2) The peptide sequence is IVTKDESSINISGYN. The MHC is DRB1_0101 with pseudo-sequence DRB1_0101. The binding affinity (normalized) is 0.464. (3) The peptide sequence is SPEVIPMFSALSE. The MHC is DRB1_0301 with pseudo-sequence DRB1_0301. The binding affinity (normalized) is 0.273. (4) The peptide sequence is SKKYFAATQFEPLAA. The MHC is HLA-DPA10201-DPB10501 with pseudo-sequence HLA-DPA10201-DPB10501. The binding affinity (normalized) is 0.731.